From a dataset of Peptide-MHC class I binding affinity with 185,985 pairs from IEDB/IMGT. Regression. Given a peptide amino acid sequence and an MHC pseudo amino acid sequence, predict their binding affinity value. This is MHC class I binding data. The peptide sequence is PKKDERGAL. The MHC is HLA-B35:01 with pseudo-sequence HLA-B35:01. The binding affinity (normalized) is 0.0847.